This data is from NCI-60 drug combinations with 297,098 pairs across 59 cell lines. The task is: Regression. Given two drug SMILES strings and cell line genomic features, predict the synergy score measuring deviation from expected non-interaction effect. (1) Drug 1: C1CCC(C1)C(CC#N)N2C=C(C=N2)C3=C4C=CNC4=NC=N3. Drug 2: CN(CCCl)CCCl.Cl. Cell line: CAKI-1. Synergy scores: CSS=32.9, Synergy_ZIP=-9.52, Synergy_Bliss=-1.15, Synergy_Loewe=-21.7, Synergy_HSA=3.29. (2) Drug 1: C1C(C(OC1N2C=C(C(=O)NC2=O)F)CO)O. Drug 2: CCCCC(=O)OCC(=O)C1(CC(C2=C(C1)C(=C3C(=C2O)C(=O)C4=C(C3=O)C=CC=C4OC)O)OC5CC(C(C(O5)C)O)NC(=O)C(F)(F)F)O. Cell line: HCT116. Synergy scores: CSS=47.2, Synergy_ZIP=-1.25, Synergy_Bliss=-1.86, Synergy_Loewe=-6.89, Synergy_HSA=-4.10. (3) Drug 1: COC1=C(C=C2C(=C1)N=CN=C2NC3=CC(=C(C=C3)F)Cl)OCCCN4CCOCC4. Drug 2: CC1=C2C(C(=O)C3(C(CC4C(C3C(C(C2(C)C)(CC1OC(=O)C(C(C5=CC=CC=C5)NC(=O)OC(C)(C)C)O)O)OC(=O)C6=CC=CC=C6)(CO4)OC(=O)C)O)C)O. Cell line: TK-10. Synergy scores: CSS=44.3, Synergy_ZIP=1.87, Synergy_Bliss=3.40, Synergy_Loewe=5.43, Synergy_HSA=7.38. (4) Drug 1: CS(=O)(=O)C1=CC(=C(C=C1)C(=O)NC2=CC(=C(C=C2)Cl)C3=CC=CC=N3)Cl. Drug 2: CC1=C2C(C(=O)C3(C(CC4C(C3C(C(C2(C)C)(CC1OC(=O)C(C(C5=CC=CC=C5)NC(=O)OC(C)(C)C)O)O)OC(=O)C6=CC=CC=C6)(CO4)OC(=O)C)O)C)O. Cell line: SN12C. Synergy scores: CSS=61.4, Synergy_ZIP=19.1, Synergy_Bliss=18.8, Synergy_Loewe=-58.1, Synergy_HSA=19.1. (5) Drug 1: C1=NNC2=C1C(=O)NC=N2. Drug 2: CN(C(=O)NC(C=O)C(C(C(CO)O)O)O)N=O. Cell line: HCT-15. Synergy scores: CSS=10.4, Synergy_ZIP=0.139, Synergy_Bliss=5.86, Synergy_Loewe=1.28, Synergy_HSA=0.151. (6) Drug 1: C1=CC(=CC=C1CCC2=CNC3=C2C(=O)NC(=N3)N)C(=O)NC(CCC(=O)O)C(=O)O. Drug 2: C1=NC2=C(N=C(N=C2N1C3C(C(C(O3)CO)O)O)F)N. Cell line: OVCAR-8. Synergy scores: CSS=18.8, Synergy_ZIP=-19.3, Synergy_Bliss=-21.6, Synergy_Loewe=-20.4, Synergy_HSA=-17.2.